The task is: Predict the reaction yield, written as a fraction of the theoretical maximum amount of product (1.0 means a 100% yield; for example, 0.34 means a 34% yield).. This data is from Reaction yield outcomes from USPTO patents with 853,638 reactions. The reactants are [N].N1C2[C:5](=CC=CC=2)[CH:4]=[CH:3]1.[Br:11][C:12]1[CH:13]=[C:14]([C:21]([O:23][CH3:24])=[O:22])[C:15]2[CH:16]=[CH:17][NH:18][C:19]=2[CH:20]=1.[Cl-].C(C[P+](C)(C)C)#N.CC(O)C.[H-].[Na+]. The catalyst is C1COCC1. The product is [Br:11][C:12]1[CH:13]=[C:14]([C:21]([O:23][CH3:24])=[O:22])[C:15]2[CH:16]=[CH:17][N:18]([CH:4]([CH3:5])[CH3:3])[C:19]=2[CH:20]=1. The yield is 0.800.